Dataset: Forward reaction prediction with 1.9M reactions from USPTO patents (1976-2016). Task: Predict the product of the given reaction. Given the reactants [OH:1][CH2:2][C@@H:3]([NH:5][C:6](=[O:12])[O:7][C:8]([CH3:11])([CH3:10])[CH3:9])[CH3:4].C(N(CC)CC)C.[CH3:20][S:21](Cl)(=[O:23])=[O:22], predict the reaction product. The product is: [CH3:20][S:21]([O:1][CH2:2][C@@H:3]([NH:5][C:6]([O:7][C:8]([CH3:11])([CH3:10])[CH3:9])=[O:12])[CH3:4])(=[O:23])=[O:22].